This data is from Catalyst prediction with 721,799 reactions and 888 catalyst types from USPTO. The task is: Predict which catalyst facilitates the given reaction. Reactant: Cl[C:2]1[N:26]=[CH:25][C:5]2[C:6]3[N:10]([CH2:11][CH2:12][O:13][C:4]=2[CH:3]=1)[CH:9]=[C:8]([C:14]1[N:15]([CH2:20][C:21]([F:24])([F:23])[F:22])[N:16]=[C:17]([CH3:19])[N:18]=1)[N:7]=3.[CH3:27][C:28]1[CH:39]=[CH:38][CH:37]=[CH:36][C:29]=1[CH2:30][CH:31]1[CH2:35][CH2:34][CH2:33][NH:32]1.CN1C(=O)CCC1. Product: [CH3:19][C:17]1[N:18]=[C:14]([C:8]2[N:7]=[C:6]3[C:5]4[CH:25]=[N:26][C:2]([N:32]5[CH2:33][CH2:34][CH2:35][CH:31]5[CH2:30][C:29]5[CH:36]=[CH:37][CH:38]=[CH:39][C:28]=5[CH3:27])=[CH:3][C:4]=4[O:13][CH2:12][CH2:11][N:10]3[CH:9]=2)[N:15]([CH2:20][C:21]([F:24])([F:22])[F:23])[N:16]=1. The catalyst class is: 66.